This data is from Retrosynthesis with 50K atom-mapped reactions and 10 reaction types from USPTO. The task is: Predict the reactants needed to synthesize the given product. (1) Given the product CC(=O)NCCCN(CCc1ccc(Oc2nc3ccccc3s2)cc1)CC1CC1, predict the reactants needed to synthesize it. The reactants are: CC(=O)OC(C)=O.NCCCN(CCc1ccc(Oc2nc3ccccc3s2)cc1)CC1CC1. (2) The reactants are: NCCN1CCN(Cc2ccccc2)CC1.O=C(O)c1cc([N+](=O)[O-])c(Sc2c(Cl)cncc2Cl)s1. Given the product O=C(NCCN1CCN(Cc2ccccc2)CC1)c1cc([N+](=O)[O-])c(Sc2c(Cl)cncc2Cl)s1, predict the reactants needed to synthesize it.